Task: Binary Classification. Given a miRNA mature sequence and a target amino acid sequence, predict their likelihood of interaction.. Dataset: Experimentally validated miRNA-target interactions with 360,000+ pairs, plus equal number of negative samples (1) The miRNA is ath-miR396b-5p with sequence UUCCACAGCUUUCUUGAACUU. The protein sequence of the target gene is MAEEVVVVAKFDYVAQQEQELDIKKNERLWLLDDSKSWWRVRNSMNKTGFVPSNYVERKNSARKASIVKNLKDTLGIGKVKRKPSVPDTASPADDSFVDPGERLYDLNMPAFVKFNYMAEREDELSLIKGTKVIVMEKCSDGWWRGSYNGQIGWFPSNYVTEEGDSPLGDHVGSLSEKLAAVVNNLNTGQVLHVVQALYPFSSSNDEELNFEKGDVMDVIEKPENDPEWWKCRKINGMVGLVPKNYVTIMQNNPLTSGLEPSPPQCDYIRPSLTGKFAGNPWYYGKVTRHQAEMALNERG.... Result: 0 (no interaction). (2) The miRNA is mmu-miR-5125 with sequence UCUGCCUGGGAUUUCCUUGU. The protein sequence of the target gene is MASEDIAKLAETLAKTQVAGGQLSFKGKGLKLNTAEDAKDVIKEIEEFDGLEALRLEGNTVGVEAARVIAKALEKKSELKRCHWSDMFTGRLRSEIPPALISLGEGLITAGAQLVELDLSDNAFGPDGVRGFEALLKSPACFTLQELKLNNCGMGIGGGKILAAALTECHRKSSAQGKPLALKVFVAGRNRLENDGATALAEAFGIIGTLEEVHMPQNGINHPGVTALAQAFAINPLLRVINLNDNTFTEKGGVAMAETLKTLRQVEVINFGDCLVRSKGAVAIADAVRGGLPKLKELNL.... Result: 1 (interaction). (3) The miRNA is hsa-miR-6722-3p with sequence UGCAGGGGUCGGGUGGGCCAGG. The protein sequence of the target gene is MRLREPLLSGSAAMPGASLQRACRLLVAVCALHLGVTLVYYLAGRDLSRLPQLVGVSTPLQGGSNSAAAIGQSSGELRTGGARPPPPLGASSQPRPGGDSSPVVDSGPGPASNLTSVPVPHTTALSLPACPEESPLLVGPMLIEFNMPVDLELVAKQNPNVKMGGRYAPRDCVSPHKVAIIIPFRNRQEHLKYWLYYLHPVLQRQQLDYGIYVINQAGDTIFNRAKLLNVGFQEALKDYDYTCFVFSDVDLIPMNDHNAYRCFSQPRHISVAMDKFGFSLPYVQYFGGVSALSKQQFLTI.... Result: 1 (interaction). (4) The miRNA is hsa-miR-6844 with sequence UUCUUUGUUUUUAAUUCACAG. The protein sequence of the target gene is MEVNPPKQEHLLALKVMRLTKPTLFTNIPVTCEEKDLPGDLFNQLMRDDPSTVNGAEVLMLGEMLTLPQNFGNIFLGETFSSYISVHNDSNQVVKDILVKADLQTSSQRLNLSASNAAVAELKPDCCIDDVIHHEVKEIGTHILVCAVSYTTQAGEKMYFRKFFKFQVLKPLDVKTKFYNAESDLSSVTDEVFLEAQIQNMTTSPMFMEKVSLEPSIMYNVTELNSVSQAGECVSTFGSRAYLQPMDTRQYLYCLKPKNEFAEKAGIIKGVTVIGKLDIVWKTNLGERGRLQTSQLQRMA.... Result: 1 (interaction). (5) The miRNA is mmu-miR-3074-2-3p with sequence UGUUUCAGCUCAGUAGGCAC. The protein sequence of the target gene is MARATNLNAAPSAGASGPPDSLPSTLAPPSPGSPAALPRASTPCGLSGFSGLNIRSTSSMLTKPLQGHPSPPVTPTQPPGGKDRAAFEAEYRLGPLLGKGGFGTVFAGHRVTDRRQVAIKVISRNRVLGWSTVSDSVTCPLEVALLWKVGEGNGHPGVIRLLDWFETPEGFMLVLERPMPAQDLFDYITEKGPLGESCSRSFFTQVVAAVQHCHARGVVHRDIKDENILIDLCRGSIKLIDFGSGALLHDEPYTDFDGTRVYSPPEWISRHQYHALPATVWSLGVLLYDMVCGDIPFERD.... Result: 0 (no interaction).